This data is from Catalyst prediction with 721,799 reactions and 888 catalyst types from USPTO. The task is: Predict which catalyst facilitates the given reaction. (1) Reactant: [CH3:1][O:2][C:3](=[O:41])[C:4]1[CH:9]=[CH:8][C:7]([O:10][CH2:11][CH2:12][C:13]2[C:21]3[C:16](=[CH:17][CH:18]=[C:19]([Cl:22])[CH:20]=3)[N:15]([CH:23]([C:30]3[CH:35]=[CH:34][CH:33]=[CH:32][CH:31]=3)[C:24]3[CH:29]=[CH:28][CH:27]=[CH:26][CH:25]=3)[C:14]=2[CH2:36][CH2:37][C:38](O)=[O:39])=[CH:6][CH:5]=1.C(Cl)(=O)C(Cl)=O. The catalyst class is: 2. Product: [CH3:1][O:2][C:3](=[O:41])[C:4]1[CH:5]=[CH:6][C:7]([O:10][CH2:11][CH2:12][C:13]2[C:21]3[C:16](=[CH:17][CH:18]=[C:19]([Cl:22])[CH:20]=3)[N:15]([CH:23]([C:30]3[CH:31]=[CH:32][CH:33]=[CH:34][CH:35]=3)[C:24]3[CH:29]=[CH:28][CH:27]=[CH:26][CH:25]=3)[C:14]=2[CH2:36][CH2:37][CH2:38][OH:39])=[CH:8][CH:9]=1. (2) Reactant: C(OC([NH:8][C:9]1[O:17][C:16]2[C:11](=[N:12][CH:13]=[C:14]([CH2:18][N:19]3[CH2:23][CH2:22][C@@H:21]([F:24])[CH2:20]3)[CH:15]=2)[C:10]=1[C:25]([NH:27][C:28]1[CH:29]=[N:30][CH:31]=[CH:32][C:33]=1[N:34]1[CH2:39][C@H:38]([C:40]([F:43])([F:42])[F:41])[CH2:37][C@H:36]([NH:44]C(=O)OC(C)(C)C)[CH2:35]1)=[O:26])=O)(C)(C)C.Cl.O1CCOCC1. The catalyst class is: 5. Product: [NH2:8][C:9]1[O:17][C:16]2[C:11](=[N:12][CH:13]=[C:14]([CH2:18][N:19]3[CH2:23][CH2:22][C@@H:21]([F:24])[CH2:20]3)[CH:15]=2)[C:10]=1[C:25]([NH:27][C:28]1[CH:29]=[N:30][CH:31]=[CH:32][C:33]=1[N:34]1[CH2:39][C@H:38]([C:40]([F:42])([F:43])[F:41])[CH2:37][C@H:36]([NH2:44])[CH2:35]1)=[O:26]. (3) Reactant: [F:1][C:2]1[CH:3]=[C:4]([CH:8]=[CH:9][C:10]=1[O:11][C:12]1[CH:17]=[C:16]([C:18]2[NH:19][C:20]([C:23]3[S:24][CH:25]=[CH:26][N:27]=3)=[CH:21][CH:22]=2)[CH:15]=[C:14]([O:28][C@@H:29]([CH3:33])[CH2:30][O:31][CH3:32])[CH:13]=1)[C:5]([OH:7])=O.N.C1C=CC2N(O)N=[N:41]C=2C=1.O. Product: [F:1][C:2]1[CH:3]=[C:4]([CH:8]=[CH:9][C:10]=1[O:11][C:12]1[CH:17]=[C:16]([C:18]2[NH:19][C:20]([C:23]3[S:24][CH:25]=[CH:26][N:27]=3)=[CH:21][CH:22]=2)[CH:15]=[C:14]([O:28][C@@H:29]([CH3:33])[CH2:30][O:31][CH3:32])[CH:13]=1)[C:5]([NH2:41])=[O:7]. The catalyst class is: 4. (4) Reactant: [CH2:1]([O:3][C:4]([N:6]1[CH:15]=[CH:14][C:13]2[C:8](=[CH:9][C:10]([O:17][CH3:18])=[C:11]([OH:16])[CH:12]=2)[CH:7]1[CH2:19][C:20]1[CH:25]=[CH:24][CH:23]=[C:22]([O:26][CH3:27])[CH:21]=1)=[O:5])[CH3:2].C(=O)([O-])[O-].[K+].[K+].[CH2:34](I)[CH2:35][CH2:36][CH3:37].C(OCC)(=O)C.CCCCCC. Product: [CH2:1]([O:3][C:4]([N:6]1[CH:15]=[CH:14][C:13]2[C:8](=[CH:9][C:10]([O:17][CH3:18])=[C:11]([O:16][CH2:34][CH2:35][CH2:36][CH3:37])[CH:12]=2)[CH:7]1[CH2:19][C:20]1[CH:25]=[CH:24][CH:23]=[C:22]([O:26][CH3:27])[CH:21]=1)=[O:5])[CH3:2]. The catalyst class is: 9. (5) Reactant: [CH2:1]([O:3][C@@H:4]([CH2:10][C:11]1[CH:16]=[CH:15][C:14]([O:17][CH2:18][C:19]2[CH:24]=[CH:23][CH:22]=[C:21]([I:25])[CH:20]=2)=[CH:13][CH:12]=1)[C:5](OCC)=[O:6])[CH3:2].[OH-:26].[K+].C(O[C@@H](CC1C=CC(OCC2C=CC=C(I)C=2)=CC=1)C(O)=O)C.[NH2:51]O. Product: [CH2:1]([O:3][C@@H:4]([CH2:10][C:11]1[CH:16]=[CH:15][C:14]([O:17][CH2:18][C:19]2[CH:24]=[CH:23][CH:22]=[C:21]([I:25])[CH:20]=2)=[CH:13][CH:12]=1)[C:5]([NH:51][OH:26])=[O:6])[CH3:2]. The catalyst class is: 5. (6) Product: [C:13]([O:12][C:11]([N:10]([CH2:18][C:19]1([C:23]2[C:28]([F:29])=[CH:27][CH:26]=[CH:25][N:24]=2)[CH2:22][CH2:21][CH2:20]1)[C:7]1[N:8]=[N:9][C:4]([CH:1]2[N:2]=[C:35]([OH:36])[CH:34]([C:33]([O:32][CH2:30][CH3:31])=[O:41])[S:3]2)=[CH:5][CH:6]=1)=[O:17])([CH3:16])([CH3:15])[CH3:14]. The catalyst class is: 11. Reactant: [C:1]([C:4]1[N:9]=[N:8][C:7]([N:10]([CH2:18][C:19]2([C:23]3[C:28]([F:29])=[CH:27][CH:26]=[CH:25][N:24]=3)[CH2:22][CH2:21][CH2:20]2)[C:11](=[O:17])[O:12][C:13]([CH3:16])([CH3:15])[CH3:14])=[CH:6][CH:5]=1)(=[S:3])[NH2:2].[CH2:30]([O:32][C:33](=[O:41])[CH:34](Br)[C:35](OCC)=[O:36])[CH3:31].